Dataset: Full USPTO retrosynthesis dataset with 1.9M reactions from patents (1976-2016). Task: Predict the reactants needed to synthesize the given product. (1) Given the product [OH:8][C:9]1[CH:21]=[CH:20][C:12]2[CH:13]=[C:14]([C:16]([O:18][CH3:19])=[O:17])[O:15][C:11]=2[CH:10]=1, predict the reactants needed to synthesize it. The reactants are: C([O:8][C:9]1[CH:21]=[CH:20][C:12]2[CH:13]=[C:14]([C:16]([O:18][CH3:19])=[O:17])[O:15][C:11]=2[CH:10]=1)C1C=CC=CC=1. (2) Given the product [CH2:8]([O:7][CH2:6][CH:5]([OH:15])[CH2:4][N:1]1[CH:31]=[C:30]([C:29]([O:33][C:34]([CH3:37])([CH3:36])[CH3:35])=[O:32])[N:3]=[N:2]1)[C:9]1[CH:14]=[CH:13][CH:12]=[CH:11][CH:10]=1, predict the reactants needed to synthesize it. The reactants are: [N:1]([CH2:4][CH:5]([OH:15])[CH2:6][O:7][CH2:8][C:9]1[CH:14]=[CH:13][CH:12]=[CH:11][CH:10]=1)=[N+:2]=[N-:3].C(N(C(C)C)C(C)C)C.C(O)(=O)C.[C:29]([O:33][C:34]([CH3:37])([CH3:36])[CH3:35])(=[O:32])[C:30]#[CH:31].